The task is: Predict the reaction yield, written as a fraction of the theoretical maximum amount of product (1.0 means a 100% yield; for example, 0.34 means a 34% yield).. This data is from Reaction yield outcomes from USPTO patents with 853,638 reactions. (1) The reactants are [OH:1][C:2]1[C:10]2[C:5](=[CH:6][N:7]=[CH:8][CH:9]=2)[O:4][C:3]=1[C:11]1[N:16]=[CH:15][C:14]([C:17]([O:19][CH3:20])=[O:18])=[CH:13][N:12]=1.N1C=CC=CC=1.[O:27](S(C(F)(F)F)(=O)=O)[S:28]([C:31]([F:34])([F:33])[F:32])(=O)=[O:29]. The catalyst is ClCCl. The product is [F:32][C:31]([F:34])([F:33])[S:28]([O:1][C:2]1[C:10]2[C:5](=[CH:6][N:7]=[CH:8][CH:9]=2)[O:4][C:3]=1[C:11]1[N:16]=[CH:15][C:14]([C:17]([O:19][CH3:20])=[O:18])=[CH:13][N:12]=1)(=[O:29])=[O:27]. The yield is 0.700. (2) The reactants are C[N:2](C)[CH:3]=[CH:4][C:5]([C:7]1[C:12](=[O:13])[CH:11]=[CH:10][N:9]([C:14]2[CH:22]=[CH:21][C:17]([C:18]([NH2:20])=[O:19])=[CH:16][CH:15]=2)[N:8]=1)=O.[C:24]1([NH:30]N)[CH:29]=[CH:28][CH:27]=[CH:26][CH:25]=1. The catalyst is CO. The product is [O:13]=[C:12]1[CH:11]=[CH:10][N:9]([C:14]2[CH:22]=[CH:21][C:17]([C:18]([NH2:20])=[O:19])=[CH:16][CH:15]=2)[N:8]=[C:7]1[C:5]1[N:30]([C:24]2[CH:29]=[CH:28][CH:27]=[CH:26][CH:25]=2)[N:2]=[CH:3][CH:4]=1. The yield is 0.0600. (3) The reactants are [I-].[CH3:2][S+](C)(C)=O.[H-].[Na+].[CH2:9]([O:16][C:17]1[CH:22]=[CH:21][C:20](/[CH:23]=[CH:24]/[C:25]([O:27][CH2:28][CH3:29])=[O:26])=[CH:19][CH:18]=1)[C:10]1[CH:15]=[CH:14][CH:13]=[CH:12][CH:11]=1. The catalyst is CS(C)=O. The product is [CH2:9]([O:16][C:17]1[CH:18]=[CH:19][C:20]([C@@H:23]2[CH2:2][C@H:24]2[C:25]([O:27][CH2:28][CH3:29])=[O:26])=[CH:21][CH:22]=1)[C:10]1[CH:11]=[CH:12][CH:13]=[CH:14][CH:15]=1. The yield is 0.586. (4) The product is [CH3:1][O:2][C:3]1[CH:4]=[CH:5][C:6]2[O:10][C:9]([CH:11]([NH:18][C:19]3[CH:28]=[CH:27][C:22]([C:23]([OH:25])=[O:24])=[CH:21][CH:20]=3)[CH2:12][CH2:13][CH2:14][CH2:15][CH2:16][CH3:17])=[C:8]([CH3:29])[C:7]=2[CH:30]=1. The yield is 0.900. The catalyst is C(O)C. The reactants are [CH3:1][O:2][C:3]1[CH:4]=[CH:5][C:6]2[O:10][C:9]([CH:11]([NH:18][C:19]3[CH:28]=[CH:27][C:22]([C:23]([O:25]C)=[O:24])=[CH:21][CH:20]=3)[CH2:12][CH2:13][CH2:14][CH2:15][CH2:16][CH3:17])=[C:8]([CH3:29])[C:7]=2[CH:30]=1.O1CCCC1.[OH-].[Na+]. (5) The reactants are [CH3:1][O:2][C:3]1[CH:4]=[C:5]2[C:10](=[CH:11][C:12]=1[O:13][CH3:14])[N:9]=[CH:8][CH:7]=[C:6]2[O:15][C:16]1[CH:22]=[CH:21][C:19]([NH2:20])=[CH:18][CH:17]=1.Cl[C:24](Cl)([O:26][C:27](=[O:33])OC(Cl)(Cl)Cl)Cl.[CH3:35][N:36]1[CH2:41][CH2:40][N:39]([CH2:42][CH2:43]CO)[CH2:38][CH2:37]1.C(=O)(O)[O-].[Na+]. The catalyst is C(Cl)Cl.C(N(CC)CC)C.C1(C)C=CC=CC=1. The product is [CH3:1][O:2][C:3]1[CH:4]=[C:5]2[C:10](=[CH:11][C:12]=1[O:13][CH3:14])[N:9]=[CH:8][CH:7]=[C:6]2[O:15][C:16]1[CH:22]=[CH:21][C:19]([NH:20][C:27](=[O:33])[O:26][CH2:24][CH2:43][CH2:42][N:39]2[CH2:40][CH2:41][N:36]([CH3:35])[CH2:37][CH2:38]2)=[CH:18][CH:17]=1. The yield is 0.0900. (6) The reactants are [F:1][C:2]1[CH:3]=[C:4]([CH:11]=[CH:12][C:13]=1[N+:14]([O-:16])=[O:15])[C:5](N(OC)C)=[O:6].[CH3:17][CH:18](C[AlH]CC(C)C)C. The catalyst is C1COCC1.Cl.CCOC(C)=O. The product is [CH2:17]([C:3]1[C:2]([F:1])=[C:13]([N+:14]([O-:16])=[O:15])[CH:12]=[CH:11][C:4]=1[CH:5]=[O:6])[CH3:18]. The yield is 0.880. (7) The reactants are [OH:1][CH:2]([CH3:12])/[CH:3]=[CH:4]/[C:5]([O:7][C:8]([CH3:11])([CH3:10])[CH3:9])=[O:6].N1C=CC=CC=1.[Cl:19][CH2:20][C:21](Cl)=[O:22]. The catalyst is CN(C1C=CN=CC=1)C.C1(C)C=CC=CC=1.C1COCC1. The product is [Cl:19][CH2:20][C:21]([O:1][CH:2]([CH3:12])/[CH:3]=[CH:4]/[C:5]([O:7][C:8]([CH3:11])([CH3:10])[CH3:9])=[O:6])=[O:22]. The yield is 0.910. (8) The reactants are [Br:1][C:2]1[C:6]2=[N:7][CH:8]=[CH:9][CH:10]=[C:5]2[NH:4][N:3]=1.CCN(CC)CC.[CH3:18][C:19]([O:22][C:23](O[C:23]([O:22][C:19]([CH3:21])([CH3:20])[CH3:18])=[O:24])=[O:24])([CH3:21])[CH3:20].CCOC(C)=O.O. The catalyst is CN(C1C=CN=CC=1)C.CN(C=O)C. The product is [Br:1][C:2]1[C:6]2=[N:7][CH:8]=[CH:9][CH:10]=[C:5]2[N:4]([C:23]([O:22][C:19]([CH3:21])([CH3:20])[CH3:18])=[O:24])[N:3]=1. The yield is 0.880. (9) The reactants are [C:1]([C:5]1[CH:10]=[CH:9][C:8]([NH:11][CH:12]([C:14]2[CH:27]=[CH:26][C:17]([C:18]([NH:20][C:21]3[N:22]=[N:23][NH:24][N:25]=3)=[O:19])=[CH:16][CH:15]=2)[CH3:13])=[CH:7][CH:6]=1)([CH3:4])([CH3:3])[CH3:2].[F:28][C:29]([F:41])([F:40])[O:30][C:31]1[CH:36]=[CH:35][C:34]([N:37]=[C:38]=[O:39])=[CH:33][CH:32]=1. The catalyst is CN(C=O)C. The product is [C:1]([C:5]1[CH:6]=[CH:7][C:8]([N:11]([CH:12]([C:14]2[CH:27]=[CH:26][C:17]([C:18]([NH:20][C:21]3[N:22]=[N:23][NH:24][N:25]=3)=[O:19])=[CH:16][CH:15]=2)[CH3:13])[C:38]([NH:37][C:34]2[CH:35]=[CH:36][C:31]([O:30][C:29]([F:28])([F:40])[F:41])=[CH:32][CH:33]=2)=[O:39])=[CH:9][CH:10]=1)([CH3:2])([CH3:3])[CH3:4]. The yield is 0.0800.